Predict the reactants needed to synthesize the given product. From a dataset of Full USPTO retrosynthesis dataset with 1.9M reactions from patents (1976-2016). (1) Given the product [CH3:1][C:2]1[S:11][C:10]2[NH:9][C:8]3[CH:12]=[CH:13][CH:14]=[CH:15][C:7]=3[N:6]=[C:5]([N:16]3[CH2:21][CH2:20][N:19]([CH3:32])[C@@H:18]([CH2:22][CH2:23][C:24]4[CH:25]=[N:26][CH:27]=[CH:28][CH:29]=4)[CH2:17]3)[C:4]=2[CH:3]=1, predict the reactants needed to synthesize it. The reactants are: [CH3:1][C:2]1[S:11][C:10]2[NH:9][C:8]3[CH:12]=[CH:13][CH:14]=[CH:15][C:7]=3[N:6]=[C:5]([N:16]3[CH2:21][CH2:20][NH:19][C@@H:18]([CH2:22][CH2:23][C:24]4[CH:25]=[N:26][CH:27]=[CH:28][CH:29]=4)[CH2:17]3)[C:4]=2[CH:3]=1.C=O.[CH2:32](Cl)Cl.C(O[BH-](OC(=O)C)OC(=O)C)(=O)C.[Na+]. (2) The reactants are: Cl.[Cl:2][C:3]1[C:8]([Cl:9])=[CH:7][CH:6]=[CH:5][C:4]=1[NH:10][NH2:11].[O-]CC.[Na+].C(O[CH:19]=[C:20]([C:23]#[N:24])[C:21]#[N:22])C.O. Given the product [NH2:24][C:23]1[N:10]([C:4]2[CH:5]=[CH:6][CH:7]=[C:8]([Cl:9])[C:3]=2[Cl:2])[N:11]=[CH:19][C:20]=1[C:21]#[N:22], predict the reactants needed to synthesize it. (3) Given the product [C:1]1([C:27]2[CH:32]=[CH:31][CH:30]=[CH:29][CH:28]=2)[CH:6]=[CH:5][C:4]([C:7]([N:9]2[CH2:14][CH2:13][N:12]([C:15]3[C:16]4[CH:24]=[C:23]([CH2:25][CH3:26])[S:22][C:17]=4[N:18]=[C:19]([S:33][CH2:34][CH:35]([OH:38])[CH2:36][OH:37])[N:20]=3)[CH2:11][CH2:10]2)=[O:8])=[CH:3][CH:2]=1, predict the reactants needed to synthesize it. The reactants are: [C:1]1([C:27]2[CH:32]=[CH:31][CH:30]=[CH:29][CH:28]=2)[CH:6]=[CH:5][C:4]([C:7]([N:9]2[CH2:14][CH2:13][N:12]([C:15]3[C:16]4[CH:24]=[C:23]([CH2:25][CH3:26])[S:22][C:17]=4[N:18]=[C:19](Cl)[N:20]=3)[CH2:11][CH2:10]2)=[O:8])=[CH:3][CH:2]=1.[SH:33][CH2:34][CH:35]([OH:38])[CH2:36][OH:37]. (4) Given the product [Cl:1][C:2]1[CH:3]=[C:4]([CH2:10][F:11])[C:5]([CH:8]=[O:13])=[N:6][CH:7]=1, predict the reactants needed to synthesize it. The reactants are: [Cl:1][C:2]1[CH:3]=[C:4]([CH2:10][F:11])[C:5]([CH:8]=C)=[N:6][CH:7]=1.I([O-])(=O)(=O)=[O:13].[Na+]. (5) Given the product [CH2:1]([NH:3][C:4]([NH:6][C:7]1[N:12]=[CH:11][C:10]([C:13]2[CH:14]=[N:15][CH:16]=[C:17]([C:19]([NH:23][NH:22][C:21]([N:34]3[CH2:37][CH:36]([OH:38])[CH2:35]3)=[O:24])=[O:20])[CH:18]=2)=[C:9]([C:25]2[S:26][CH:27]=[C:28]([C:30]([F:32])([F:33])[F:31])[N:29]=2)[CH:8]=1)=[O:5])[CH3:2], predict the reactants needed to synthesize it. The reactants are: [CH2:1]([NH:3][C:4]([NH:6][C:7]1[N:12]=[CH:11][C:10]([C:13]2[CH:14]=[N:15][CH:16]=[C:17]([C:19]3[O:20][C:21](=[O:24])[NH:22][N:23]=3)[CH:18]=2)=[C:9]([C:25]2[S:26][CH:27]=[C:28]([C:30]([F:33])([F:32])[F:31])[N:29]=2)[CH:8]=1)=[O:5])[CH3:2].[NH:34]1[CH2:37][CH:36]([OH:38])[CH2:35]1.